This data is from Forward reaction prediction with 1.9M reactions from USPTO patents (1976-2016). The task is: Predict the product of the given reaction. Given the reactants [N:1]1[CH:6]=[CH:5][C:4]([N:7]2[CH2:12][CH2:11][NH:10][CH2:9][CH2:8]2)=[CH:3][CH:2]=1.[CH3:13][CH2:14][N:15](C(C)C)[CH:16](C)C.CC1(C)C(C)(C)OB([C:30]2[CH:35]=[CH:34][C:33]([NH2:36])=[CH:32][CH:31]=2)O1.CC1C=CC=CC=1P(C1C=CC=CC=1C)C1C=CC=CC=1C.C(=O)([O-])[O-].[K+].[K+].[CH3:66][N:67]1[C:71](=O)[CH2:70][CH2:69][CH2:68]1, predict the reaction product. The product is: [N:1]1[CH:6]=[CH:5][C:4]([N:7]2[CH2:8][CH2:9][N:10]([C:16]3[CH:66]=[N:67][C:71]4[C:14]([N:15]=3)=[CH:13][C:68]([C:30]3[CH:31]=[CH:32][C:33]([NH2:36])=[CH:34][CH:35]=3)=[CH:69][CH:70]=4)[CH2:11][CH2:12]2)=[CH:3][CH:2]=1.